Dataset: Retrosynthesis with 50K atom-mapped reactions and 10 reaction types from USPTO. Task: Predict the reactants needed to synthesize the given product. Given the product CC(C)[C@H](N)C(=O)OCCOc1cc2ncnc(Nc3ccc4scnc4c3)c2cc1S(=O)(=O)C(C)(C)C, predict the reactants needed to synthesize it. The reactants are: CC(C)[C@H](NC(=O)OC(C)(C)C)C(=O)OCCOc1cc2ncnc(Nc3ccc4scnc4c3)c2cc1S(=O)(=O)C(C)(C)C.